This data is from Reaction yield outcomes from USPTO patents with 853,638 reactions. The task is: Predict the reaction yield, written as a fraction of the theoretical maximum amount of product (1.0 means a 100% yield; for example, 0.34 means a 34% yield). The reactants are [N:1]1[CH:6]=[CH:5][C:4]([CH2:7][CH2:8][CH2:9][CH2:10][C:11]([O:13]CC)=O)=[CH:3][CH:2]=1.[Li+].CC([N-]C(C)C)C.[N:24]1[S:25][N:26]=[C:27]2[CH:32]=[C:31]([NH:33][C:34]3[N:41]=[CH:40][CH:39]=[CH:38][C:35]=3[CH:36]=O)[CH:30]=[CH:29][C:28]=12.O. The catalyst is C1COCC1. The product is [N:24]1[S:25][N:26]=[C:27]2[CH:32]=[C:31]([N:33]3[C:34]4[C:35](=[CH:38][CH:39]=[CH:40][N:41]=4)[CH:36]=[C:10]([CH2:9][CH2:8][CH2:7][C:4]4[CH:3]=[CH:2][N:1]=[CH:6][CH:5]=4)[C:11]3=[O:13])[CH:30]=[CH:29][C:28]=12. The yield is 0.430.